This data is from Drug-target binding data from BindingDB using IC50 measurements. The task is: Regression. Given a target protein amino acid sequence and a drug SMILES string, predict the binding affinity score between them. We predict pIC50 (pIC50 = -log10(IC50 in M); higher means more potent). Dataset: bindingdb_ic50. (1) The small molecule is N=C(CCP(=O)(O)O)NO. The target protein sequence is APSRKFFVGGNWKMNGRKKNLGELITTLNAAKVPADTEVVCAPPTAYIDFARQKLDPKIAVAAQNCYKVTNGAFTGEISPGMIKDCGATWVVLGHSERRHVFGESDELIGQKVAHALSEGLGVIACIGEKLDEREAGITEKVVFEQTKVIADNVKDWSKVVLAYEPVWAIGTGKTATPQQAQEVHEKLRGWLKSNVSDAVAQSTRIIYGGSVTGATCKELASQPDVDGFLVGGASLKPEFVDIINAKQ. The pIC50 is 2.0. (2) The pIC50 is 5.9. The small molecule is Cc1cc(C)c(CNC(=O)c2cccc(OC(C)C)c2Cl)c(=O)[nH]1. The target protein (Q15910) has sequence MGQTGKKSEKGPVCWRKRVKSEYMRLRQLKRFRRADEVKSMFSSNRQKILERTEILNQEWKQRRIQPVHILTSVSSLRGTRECSVTSDLDFPTQVIPLKTLNAVASVPIMYSWSPLQQNFMVEDETVLHNIPYMGDEVLDQDGTFIEELIKNYDGKVHGDRECGFINDEIFVELVNALGQYNDDDDDDDGDDPEEREEKQKDLEDHRDDKESRPPRKFPSDKIFEAISSMFPDKGTAEELKEKYKELTEQQLPGALPPECTPNIDGPNAKSVQREQSLHSFHTLFCRRCFKYDCFLHPFHATPNTYKRKNTETALDNKPCGPQCYQHLEGAKEFAAALTAERIKTPPKRPGGRRRGRLPNNSSRPSTPTINVLESKDTDSDREAGTETGGENNDKEEEEKKDETSSSSEANSRCQTPIKMKPNIEPPENVEWSGAEASMFRVLIGTYYDNFCAIARLIGTKTCRQVYEFRVKESSIIAPAPAEDVDTPPRKKKRKHRLWA.... (3) The target protein sequence is MRYFRLCIISLLATLPLAVHASPQPLEQIKLSESQLSGRVGMIEMDLASGRTLTAWRADERFPMMSTFKVVLCGAVLARVDAGDEQLERKIHYRQQDLVDYSPVSEKHLADGMTVGELCAAAITMSDNSAANLLLATVGGPVGLTAFLRQIGDNVTRLDRWETELNEALPGDARDTTTPASMAATLRKLLTSQRLSARSQRQLLQWMVDDRVAGPLIRSVLPAGWFIADRTGAGERGARGIVALLGPNNKAERIVVIYLRDTPASMAERNQQIAGIGAALIEHWQR. The compound is C[C@]1(Cn2ccnn2)[C@H](C(=O)O)N2C(=O)C[C@H]2S1(=O)=O. The pIC50 is 7.1. (4) The small molecule is CN1CCN(c2cc(C(=O)Nc3cccc(Nc4ccc5c(c4)NC(=O)/C5=C\c4cc(C(=O)O)c[nH]4)c3)cc(C(F)(F)F)c2)CC1. The target protein (P97793) has sequence MGAAGFLWLLPPLLLAAASYSGAATDQRAGSPASGPPLQPREPLSYSRLQRKSLAVDFVVPSLFRVYARDLLLPQPRSPSEPEAGGLEARGSLALDCEPLLRLLGPLPGISWADGASSPSPEAGPTLSRVLKGGSVRKLRRAKQLVLELGEETILEGCIGPPEEVAAVGILQFNLSELFSWWILHGEGRLRIRLMPEKKASEVGREGRLSSAIRASQPRLLFQIFGTGHSSMESPSETPSPPGTFMWNLTWTMKDSFPFLSHRSRYGLECSFDFPCELEYSPPLHNHGNQSWSWRHVPSEEASRMNLLDGPEAEHSQEMPRGSFLLLNTSADSKHTILSPWMRSSSDHCTLAVSVHRHLQPSGRYVAQLLPHNEAGREILLVPTPGKHGWTVLQGRVGRPANPFRVALEYISSGNRSLSAVDFFALKNCSEGTSPGSKMALQSSFTCWNGTVLQLGQACDFHQDCAQGEDEGQLCSKLPAGFYCNFENGFCGWTQSPLSP.... The pIC50 is 5.1. (5) The compound is CCN(c1nc(Nc2cccc(O)c2)ncc1F)c1cccc2[nH]ncc12. The target protein sequence is PEEIRPKEVYLDRKLLTLEDKELGSGNFGTVKKGYYQMKKVVKTVAVKILKNEANDPALKDELLAEANVMQQLDNPYIVRMIGICEAESWMLVMEMAELGPLNKYLQQNRHVKDKNIIELVHQVSMGMKYLEESNFVHRDLAARNVLLVTQHYAKISDFGLSKALRADENYYKAQTHGKWPVKWYAPECINYYKFSSKSDVWSFGVLMWEAFSYGQKPYRGMKGSEVTAMLEKGERMGCPAGCPREMYDLMNLCWTYDVENRPGFAAVELRLRNYYYDVVN. The pIC50 is 8.1. (6) The drug is CN(Cc1cc2c(=O)c(C(=O)NCc3ccc(Cl)cc3)cn(C)c2o1)C[C@@H](O)c1ccco1. The target protein (P04292) has sequence MFSGGGGPLSPGGKSAARAASGFFAPAGPRGAGRGPPPCLRQNFYNPYLAPVGTQQKPTGPTQRHTYYSECDEFRFIAPRVLDEDAPPEKRAGVHDGHLKRAPKVYCGGDERDVLRVGSGGFWPRRSRLWGGVDHAPAGFNPTVTVFHVYDILENVEHAYGMRAAQFHARFMDAITPTGTVITLLGLTPEGHRVAVHVYGTRQYFYMNKEEVDRHLQCRAPRDLCERMAAALRESPGASFRGISADHFEAEVVERTDVYYYETRPALFYRVYVRSGRVLSYLCDNFCPAIKKYEGGVDATTRFILDNPGFVTFGWYRLKPGRNNTLAQPRAPMAFGTSSDVEFNCTADNLAIEGGMSDLPAYKLMCFDIECKAGGEDELAFPVAGHPEDLVIQISCLLYDLSTTALEHVLLFSLGSCDLPESHLNELAARGLPTPVVLEFDSEFEMLLAFMTLVKQYGPEFVTGYNIINFDWPFLLAKLTDIYKVPLDGYGRMNGRGVFR.... The pIC50 is 6.7. (7) The compound is OB1OCc2cc(F)ccc21. The target protein (P26637) has sequence MSSGLVLENTARRDALIAIEKKYQKIWAEEHQFEIDAPSIEDEPITMDSEELHRTYPKFMSSMAYPYMNGVMHAGHCFTLSKVEFSIGFERMNGKRALFPLGFHCTGMPILACADKLKREAELFGKNFDNVPAEEEEIKEETPAEKDHEDVTKFKAKKSKAAAKKGRGKYQFEIMLQLGIPREEIIKFADAKYWLTYFPPLCESDCTSLGARIDWRRSFVTTDANPYYDAFIRWQMNKLKAAGKIKFGERYTIYSEKDGQACMDHDRQSGEGVTPQEYIGVKIEALEFADDAAKIIDSSSDLDKSKKFYFVAATLRPETMYGQTCCFVSPTIEYGIFDAGDSYFITTERAFKNMSYQKLTPKRGFYKPIVTVPGKAFIGTKIHAPQSVYPELRILPMETVIATKGTGVVTCVPSNSPDDYITTKDLLHKPEYYGIKPEWIDHEIVPIMHTEKYGDLTAKAIVEEKKIQSPKDKNLLAEAKKIAYKEDYYTGTMIYGPYKG.... The pIC50 is 5.7. (8) The compound is Nc1nc(N)c2nc(CNc3ccc4ccccc4c3)ccc2n1. The target protein (P07807) has sequence MAGGKIPIVGIVACLQPEMGIGFRGGLPWRLPSEMKYFRQVTSLTKDPNKKNALIMGRKTWESIPPKFRPLPNRMNVIISRSFKDDFVHDKERSIVQSNSLANAIMNLESNFKEHLERIYVIGGGEVYSQIFSITDHWLITKINPLDKNATPAMDTFLDAKKLEEVFSEQDPAQLKEFLPPKVELPETDCDQRYSLEEKGYCFEFTLYNRK. The pIC50 is 5.8. (9) The target protein (P80366) has sequence MGVVKGLLALALVLNVVVVSNGGKSSNFVRKTNKNRDMPLDSDVFRVPPGYNAPQQVHITQGDLVGRAMIISWVTMDEPGSSAVRYWSEKNGRKRIAKGKMSTYRFFNYSSGFIHHTTIRKLKYNTKYYYEVGLRNTTRRFSFITPPQTGLDVPYTFGLIGDLGQSFDSNTTLSHYELSPKKGQTVLFVGDLSYADRYPNHDNVRWDTWGRFTERSVAYQPWIWTAGNHEIEFAPEINETEPFKPFSYRYHVPYEASQSTSPFWYSIKRASAHIIVLSSYSAYGRGTPQYTWLKKELRKVKRSETPWLIVLMHSPLYNSYNHHFMEGEAMRTKFEAWFVKYKVDVVFAGHVHAYERSERVSNIAYKITNGLCTPVKDQSAPVYITIGDAGNYGVIDSNMIQPQPEYSAFREASFGHGMFDIKNRTHAHFSWNRNQDGVAVEADSVWFFNRHWYPVDDST. The drug is O=P(O)(O)c1ccccc1S. The pIC50 is 3.5.